From a dataset of CYP2D6 inhibition data for predicting drug metabolism from PubChem BioAssay. Regression/Classification. Given a drug SMILES string, predict its absorption, distribution, metabolism, or excretion properties. Task type varies by dataset: regression for continuous measurements (e.g., permeability, clearance, half-life) or binary classification for categorical outcomes (e.g., BBB penetration, CYP inhibition). Dataset: cyp2d6_veith. (1) The drug is N#Cc1ccc(CN2CCC3(CC2)CCN(C(=O)c2ccncc2)CC3)cc1. The result is 1 (inhibitor). (2) The compound is COc1ccc(CN[C@H](C)C(=O)O)cc1. The result is 0 (non-inhibitor). (3) The molecule is O=C(CNS(=O)(=O)c1ccc(Br)cc1)N1CCOCC1. The result is 0 (non-inhibitor). (4) The result is 0 (non-inhibitor). The compound is C/C(=N\NC(=O)c1cccc(F)c1)c1ccc(Br)s1. (5) The drug is O=C(CN1C(=O)C2C3C=CC(C3)C2C1=O)Nc1cccc2c1CCCC2. The result is 0 (non-inhibitor). (6) The compound is C[N+]1(CCCC[N+]2(C)CCCCCCC2)CCCCCCC1. The result is 0 (non-inhibitor). (7) The drug is Cc1nnc(NC(=O)CCC(=O)NCc2cccs2)s1. The result is 0 (non-inhibitor).